Regression. Given a target protein amino acid sequence and a drug SMILES string, predict the binding affinity score between them. We predict pIC50 (pIC50 = -log10(IC50 in M); higher means more potent). Dataset: bindingdb_ic50. From a dataset of Drug-target binding data from BindingDB using IC50 measurements. (1) The small molecule is O=C(Nc1ccc(C[C@H](NC(=O)[C@@H]2OCO[C@H]2C(=O)Nc2ccccc2-c2ccccc2)C(=O)O)cc1)c1c(Cl)cccc1Cl. The target protein (P13612) has sequence MAWEARREPGPRRAAVRETVMLLLCLGVPTGRPYNVDTESALLYQGPHNTLFGYSVVLHSHGANRWLLVGAPTANWLANASVINPGAIYRCRIGKNPGQTCEQLQLGSPNGEPCGKTCLEERDNQWLGVTLSRQPGENGSIVTCGHRWKNIFYIKNENKLPTGGCYGVPPDLRTELSKRIAPCYQDYVKKFGENFASCQAGISSFYTKDLIVMGAPGSSYWTGSLFVYNITTNKYKAFLDKQNQVKFGSYLGYSVGAGHFRSQHTTEVVGGAPQHEQIGKAYIFSIDEKELNILHEMKGKKLGSYFGASVCAVDLNADGFSDLLVGAPMQSTIREEGRVFVYINSGSGAVMNAMETNLVGSDKYAARFGESIVNLGDIDNDGFEDVAIGAPQEDDLQGAIYIYNGRADGISSTFSQRIEGLQISKSLSMFGQSISGQIDADNNGYVDVAVGAFRSDSAVLLRTRPVVIVDASLSHPESVNRTKFDCVENGWPSVCIDLTL.... The pIC50 is 7.0. (2) The pIC50 is 3.1. The drug is O=C(NCc1cn(C[C@H]2O[C@@H](OC[C@H]3O[C@@H](Cn4ccc(=O)[nH]c4=O)[C@@H](O)[C@@H]3O)[C@H](O)[C@@H]2O)nn1)[C@@H]1CCCN1. The target protein (Q03521) has sequence MLEQVILFTILMGFLISVLLSPILIPFLRRLKFGQSIREEGPKSHQKKSGTPTMGGVMIILSIIVTTIVMTQKFSEISPEMVLLLFVTLGYGLLGFLDDYIKVVMKRNLGLTSKQKLIGQIIIAVVFYAVYHYYNFATDIRIPGTDLSFDLGWAYFILVLFMLVGGSNAVNLTDGLDGLLSGTAAIAFGAFAILAWNQSQYDVAIFSVAVVGAVLGFLVFNAHPAKVFMGDTGSLALGGAIVTIAILTKLEILLVIIGGVFVIETLSVILQVISFKTTGKRIFKMSPLHHHYELVGWSEWRVVVTFWAAGLLLAVLGIYIEVWL. (3) The small molecule is O=c1[nH]ccc2cc(F)c(NS(=O)(=O)c3ccc(N4CC[C@@H](O)C4)s3)cc12. The target protein (P13995) has sequence MAATSLMSALAARLLQPAHSCSLRLRPFHLAAVRNEAVVISGRKLAQQIKQEVRQEVEEWVASGNKRPHLSVILVGENPASHSYVLNKTRAAAVVGINSETIMKPASISEEELLNLINKLNNDDNVDGLLVQLPLPEHIDERRICNAVSPDKDVDGFHVINVGRMCLDQYSMLPATPWGVWEIIKRTGIPTLGKNVVVAGRSKNVGMPIAMLLHTDGAHERPGGDATVTISHRYTPKEQLKKHTILADIVISAAGIPNLITADMIKEGAAVIDVGINRVHDPVTAKPKLVGDVDFEGVRQKAGYITPVPGGVGPMTVAMLMKNTIIAAKKVLRLEEREVLKSKELGVATN. The pIC50 is 4.0.